From a dataset of Full USPTO retrosynthesis dataset with 1.9M reactions from patents (1976-2016). Predict the reactants needed to synthesize the given product. (1) Given the product [F:10][C:11]1[CH:16]=[CH:15][C:14]([N:1]2[C:9]3[CH:8]=[CH:7][N:6]=[CH:5][C:4]=3[CH:3]=[CH:2]2)=[CH:13][CH:12]=1, predict the reactants needed to synthesize it. The reactants are: [NH:1]1[C:9]2[C:4](=[CH:5][N:6]=[CH:7][CH:8]=2)[CH:3]=[CH:2]1.[F:10][C:11]1[CH:16]=[CH:15][C:14](I)=[CH:13][CH:12]=1. (2) Given the product [CH2:1]1[CH:5]2[CH2:6][CH2:7][CH2:8][CH:4]2[CH2:3][N:2]1[C:9]([O:11][C:12]1[CH:13]=[C:14]2[C:17](=[CH:18][CH:19]=1)[CH:16]([CH2:20][NH:21][CH2:22][CH2:23][C:24]([N:26]1[CH2:32][CH2:31][C:30]3[CH:33]=[C:34]([O:39][CH3:40])[C:35]([O:37][CH3:38])=[CH:36][C:29]=3[CH2:28][CH2:27]1)=[O:25])[CH2:15]2)=[O:10], predict the reactants needed to synthesize it. The reactants are: [CH2:1]1[CH:5]2[CH2:6][CH2:7][CH2:8][CH:4]2[CH2:3][N:2]1[C:9]([O:11][C:12]1[CH:13]=[C:14]2[C:17](=[CH:18][CH:19]=1)[CH:16]([CH2:20][N:21](C(OC(C)(C)C)=O)[CH2:22][CH2:23][C:24]([N:26]1[CH2:32][CH2:31][C:30]3[CH:33]=[C:34]([O:39][CH3:40])[C:35]([O:37][CH3:38])=[CH:36][C:29]=3[CH2:28][CH2:27]1)=[O:25])[CH2:15]2)=[O:10]. (3) Given the product [ClH:1].[B:18]([CH2:17][CH2:16][CH2:15][CH2:14][CH:8]([NH:7][CH2:6][C:5]1[CH:27]=[CH:28][C:2]([Cl:1])=[CH:3][CH:4]=1)[C:9]([OH:11])=[O:10])([OH:19])[OH:22], predict the reactants needed to synthesize it. The reactants are: [Cl:1][C:2]1[CH:28]=[CH:27][C:5]([CH2:6][NH:7][CH:8]([CH2:14][CH2:15][CH2:16][CH2:17][B:18]2[O:22]C(C)(C)C(C)(C)[O:19]2)[C:9]([O:11]CC)=[O:10])=[CH:4][CH:3]=1. (4) The reactants are: [Br:1][C:2]1[CH:3]=[CH:4][C:5]2[C:11]3[S:12][C:13]([C:15]([N:17]([C:19]4[CH:28]=[CH:27][C:22]([C:23]([O:25]C)=[O:24])=[CH:21][C:20]=4[Cl:29])[CH3:18])=[O:16])=[CH:14][C:10]=3[CH2:9][CH2:8][O:7][C:6]=2[CH:30]=1.O1CCCC1.O.O.[OH-].[Li+]. Given the product [Br:1][C:2]1[CH:3]=[CH:4][C:5]2[C:11]3[S:12][C:13]([C:15]([N:17]([C:19]4[CH:28]=[CH:27][C:22]([C:23]([OH:25])=[O:24])=[CH:21][C:20]=4[Cl:29])[CH3:18])=[O:16])=[CH:14][C:10]=3[CH2:9][CH2:8][O:7][C:6]=2[CH:30]=1, predict the reactants needed to synthesize it. (5) Given the product [NH2:1][C:2]1[N:3]=[C:4]([O:31][CH3:30])[C:5]([C:18]2[CH:19]=[CH:20][C:21](=[O:27])[N:22]([CH:24]([CH3:26])[CH3:25])[N:23]=2)=[C:6]([C:8]2[CH:13]=[CH:12][C:11]([S:14]([CH3:17])(=[O:16])=[O:15])=[CH:10][CH:9]=2)[N:7]=1, predict the reactants needed to synthesize it. The reactants are: [NH2:1][C:2]1[N:7]=[C:6]([C:8]2[CH:13]=[CH:12][C:11]([S:14]([CH3:17])(=[O:16])=[O:15])=[CH:10][CH:9]=2)[C:5]([C:18]2[CH:19]=[CH:20][C:21](=[O:27])[N:22]([CH:24]([CH3:26])[CH3:25])[N:23]=2)=[C:4](SC)[N:3]=1.[CH3:30][O-:31].[Na+]. (6) Given the product [F:27][C:28]1[CH:29]=[C:30]([CH:35]2[CH2:44][CH2:43][C:42]3[C:37](=[CH:38][CH:39]=[C:40]([O:45][C:7]4[CH:6]=[CH:5][C:4]([N+:1]([O-:3])=[O:2])=[CH:9][N:8]=4)[CH:41]=3)[O:36]2)[CH:31]=[C:32]([F:34])[CH:33]=1, predict the reactants needed to synthesize it. The reactants are: [N+:1]([C:4]1[CH:5]=[CH:6][C:7](OC2C=C3C(=CC=2)OC(C2C=CC=CC=2)CC3)=[N:8][CH:9]=1)([O-:3])=[O:2].[F:27][C:28]1[CH:29]=[C:30]([CH:35]2[CH2:44][CH2:43][C:42]3[C:37](=[CH:38][CH:39]=[C:40]([OH:45])[CH:41]=3)[O:36]2)[CH:31]=[C:32]([F:34])[CH:33]=1. (7) Given the product [C:1]([O:5][C:6](=[O:22])[N:7]([C:15]1[CH:20]=[CH:19][C:18]([Cl:21])=[CH:17][CH:16]=1)[C:8]1[CH:13]=[N:12][CH:11]=[C:10]([C:27]2[NH:23][N:24]=[CH:25][CH:26]=2)[N:9]=1)([CH3:4])([CH3:3])[CH3:2], predict the reactants needed to synthesize it. The reactants are: [C:1]([O:5][C:6](=[O:22])[N:7]([C:15]1[CH:20]=[CH:19][C:18]([Cl:21])=[CH:17][CH:16]=1)[C:8]1[CH:13]=[N:12][CH:11]=[C:10](Cl)[N:9]=1)([CH3:4])([CH3:3])[CH3:2].[NH:23]1[CH:27]=[CH:26][C:25](B(O)O)=[N:24]1.C(=O)([O-])[O-].[Na+].[Na+]. (8) The reactants are: [Br:1][C:2]1[O:6][C:5]([CH2:7][OH:8])=[CH:4][CH:3]=1.[CH2:9]([O:11][C:12](=[O:25])[C@@H:13]([O:22][CH2:23][CH3:24])[CH2:14][C:15]1[CH:20]=[CH:19][C:18](O)=[CH:17][CH:16]=1)[CH3:10]. Given the product [Br:1][C:2]1[O:6][C:5]([CH2:7][O:8][C:18]2[CH:17]=[CH:16][C:15]([CH2:14][C@H:13]([O:22][CH2:23][CH3:24])[C:12]([O:11][CH2:9][CH3:10])=[O:25])=[CH:20][CH:19]=2)=[CH:4][CH:3]=1, predict the reactants needed to synthesize it. (9) Given the product [Cl:17][CH2:8][C:6]1[CH:7]=[C:2]([CH3:1])[CH:3]=[CH:4][C:5]=1[N:10]1[N:14]=[CH:13][CH:12]=[N:11]1, predict the reactants needed to synthesize it. The reactants are: [CH3:1][C:2]1[CH:3]=[CH:4][C:5]([N:10]2[N:14]=[CH:13][CH:12]=[N:11]2)=[C:6]([CH2:8]O)[CH:7]=1.S(Cl)([Cl:17])=O.